This data is from Forward reaction prediction with 1.9M reactions from USPTO patents (1976-2016). The task is: Predict the product of the given reaction. (1) Given the reactants C([O:3][C:4](=[O:29])[C:5]1[CH:10]=[CH:9][C:8]([CH:11]([OH:28])[CH2:12][N:13]2[C:21]3[CH:20]=[CH:19][C:18]([CH3:22])=[CH:17][C:16]=3[C:15]3[CH2:23][N:24]([CH3:27])[CH2:25][CH2:26][C:14]2=3)=[CH:7][CH:6]=1)C.[OH-].[Na+], predict the reaction product. The product is: [CH3:27][N:24]1[CH2:25][CH2:26][C:14]2[N:13]([CH2:12][CH:11]([C:8]3[CH:9]=[CH:10][C:5]([C:4]([OH:29])=[O:3])=[CH:6][CH:7]=3)[OH:28])[C:21]3[CH:20]=[CH:19][C:18]([CH3:22])=[CH:17][C:16]=3[C:15]=2[CH2:23]1. (2) Given the reactants [C:1]([Si:5]([O:8][CH2:9][CH2:10][O:11][C:12]1[CH:17]=[CH:16][C:15]([CH3:18])=[C:14]([N+:19]([O-])=O)[CH:13]=1)([CH3:7])[CH3:6])([CH3:4])([CH3:3])[CH3:2], predict the reaction product. The product is: [C:1]([Si:5]([CH3:7])([CH3:6])[O:8][CH2:9][CH2:10][O:11][C:12]1[CH:17]=[CH:16][C:15]([CH3:18])=[C:14]([NH2:19])[CH:13]=1)([CH3:4])([CH3:3])[CH3:2]. (3) Given the reactants [CH3:1][N:2]([CH3:7])[CH2:3][CH2:4][NH:5][CH3:6].Cl[C:9]1[N:10]=[N+:11]([O-:19])[C:12]2[CH:18]=[CH:17][CH:16]=[CH:15][C:13]=2[N:14]=1, predict the reaction product. The product is: [CH3:1][N:2]([CH3:7])[CH2:3][CH2:4][N:5]([CH3:6])[C:9]1[N:10]=[N+:11]([O-:19])[C:12]2[CH:18]=[CH:17][CH:16]=[CH:15][C:13]=2[N:14]=1.